From a dataset of Reaction yield outcomes from USPTO patents with 853,638 reactions. Predict the reaction yield, written as a fraction of the theoretical maximum amount of product (1.0 means a 100% yield; for example, 0.34 means a 34% yield). (1) The reactants are [Br:1][C:2]1[CH:9]=[C:8]([F:10])[C:5]([CH:6]=O)=[C:4]([F:11])[CH:3]=1.C(O[BH-](OC(=O)C)OC(=O)C)(=O)C.[Na+].[CH3:26][NH:27][CH3:28]. No catalyst specified. The product is [Br:1][C:2]1[CH:9]=[C:8]([F:10])[C:5]([CH2:6][N:27]([CH3:28])[CH3:26])=[C:4]([F:11])[CH:3]=1. The yield is 0.790. (2) The reactants are [CH2:1]([S:3][C:4]1[N:9]=[C:8]([CH:10]([C:13]([C:15]2[CH:20]=[CH:19][CH:18]=[CH:17][C:16]=2[F:21])=[O:14])[C:11]#[N:12])[CH:7]=[CH:6][C:5]=1[N+:22]([O-])=O)[CH3:2].O.O.Cl[Sn]Cl.[OH-].[Na+]. The catalyst is CCOC(C)=O. The product is [NH2:22][C:5]1[CH:6]=[CH:7][C:8]([CH:10]([C:13]([C:15]2[CH:20]=[CH:19][CH:18]=[CH:17][C:16]=2[F:21])=[O:14])[C:11]#[N:12])=[N:9][C:4]=1[S:3][CH2:1][CH3:2]. The yield is 0.530. (3) The reactants are [CH2:1]([O:3][C:4](=[O:13])[C:5]1[CH:10]=[CH:9][C:8]([F:11])=[C:7]([OH:12])[CH:6]=1)[CH3:2].[H-].[Na+].Cl[C:17]1[CH:22]=[N:21][CH:20]=[CH:19][N:18]=1.[Na+].[Cl-]. The catalyst is CN(C)C=O.C(O)(=O)C. The product is [F:11][C:8]1[CH:9]=[CH:10][C:5]([C:4]([O:3][CH2:1][CH3:2])=[O:13])=[CH:6][C:7]=1[O:12][C:17]1[CH:22]=[N:21][CH:20]=[CH:19][N:18]=1. The yield is 0.500. (4) The reactants are [CH3:1][C:2]1[CH:11]=[CH:10][C:9]2[C:4](=[CH:5][CH:6]=[C:7]3[O:15][CH2:14][C@H:13]([CH2:16][OH:17])[O:12][C:8]3=2)[N:3]=1.[S:18](Cl)([C:21]1[CH:27]=[CH:26][C:24]([CH3:25])=[CH:23][CH:22]=1)(=[O:20])=[O:19].C(N(CC)CC)C.C(Cl)(Cl)Cl. The catalyst is C(Cl)Cl.O. The product is [CH3:25][C:24]1[CH:26]=[CH:27][C:21]([S:18]([O:17][CH2:16][C@@H:13]2[O:12][C:8]3=[C:9]4[C:4](=[CH:5][CH:6]=[C:7]3[O:15][CH2:14]2)[N:3]=[C:2]([CH3:1])[CH:11]=[CH:10]4)(=[O:20])=[O:19])=[CH:22][CH:23]=1. The yield is 0.880. (5) The reactants are [OH:1][C:2]([CH:5]1[CH2:10][N:9](C(OC(C)(C)C)=O)[CH2:8][CH2:7][N:6]1C(OC(C)(C)C)=O)([CH3:4])[CH3:3].[ClH:25]. The catalyst is CO. The product is [ClH:25].[ClH:25].[NH:6]1[CH2:7][CH2:8][NH:9][CH2:10][CH:5]1[C:2]([OH:1])([CH3:4])[CH3:3]. The yield is 0.750. (6) The reactants are [C:1]([C:3]1[CH:4]=[CH:5][C:6]([F:12])=[C:7]([CH:11]=1)C(Cl)=O)#[N:2].[C:13]([C:15]1C=CC(F)=[C:19]([CH:23]=1)[C:20](O)=O)#[N:14].C([N:27](CC)CC)C.[CH3:32][N:33](C)[CH:34]=[O:35]. The catalyst is ClCCl. The product is [N:14]1[CH:13]=[CH:15][CH:23]=[CH:19][C:20]=1[C:32]1[N:33]=[C:34]([C:7]2[CH:11]=[C:3]([C:1]#[N:2])[CH:4]=[CH:5][C:6]=2[F:12])[O:35][N:27]=1. The yield is 0.0600. (7) The reactants are [CH3:1][C:2]1[C:6]([CH2:7][N:8]2[CH:12]=[C:11]([N:13]3[C:17](=[O:18])[CH2:16][NH:15][C:14]3=[O:19])[CH:10]=[N:9]2)=[C:5]([CH3:20])[O:4][N:3]=1.[Cl:21][C:22]1[CH:30]=[CH:29][CH:28]=[CH:27][C:23]=1[CH2:24][CH2:25]Br. No catalyst specified. The product is [Cl:21][C:22]1[CH:30]=[CH:29][CH:28]=[CH:27][C:23]=1[CH2:24][CH2:25][N:15]1[CH2:16][C:17](=[O:18])[N:13]([C:11]2[CH:10]=[N:9][N:8]([CH2:7][C:6]3[C:2]([CH3:1])=[N:3][O:4][C:5]=3[CH3:20])[CH:12]=2)[C:14]1=[O:19]. The yield is 0.250. (8) The reactants are F[C:2]1[CH:7]=[CH:6][CH:5]=[C:4]([F:8])[C:3]=1[N+:9]([O-:11])=[O:10].[NH2:12][C:13]1[CH:18]=[CH:17][CH:16]=[CH:15][CH:14]=1.CC(C)([O-])C.[K+].[Cl-].[NH4+]. The catalyst is CN(C)C=O. The product is [F:8][C:4]1[C:3]([N+:9]([O-:11])=[O:10])=[C:2]([CH:7]=[CH:6][CH:5]=1)[NH:12][C:13]1[CH:18]=[CH:17][CH:16]=[CH:15][CH:14]=1. The yield is 0.780. (9) The reactants are [C:1](O)([C:3](F)(F)F)=[O:2].ClCCl.CCN=C=N[CH2:16][CH2:17][CH2:18][N:19](C)C.[Cl:22][C:23]1[CH:28]=[CH:27][CH:26]=[C:25]([F:29])[C:24]=1[C:30]1[C:34]([C:35]([OH:37])=O)=[C:33]([CH2:38][CH2:39][CH2:40][CH2:41][CH2:42][CH3:43])[O:32][N:31]=1. The catalyst is CN(C1C=CN=CC=1)C.CC(C)=O.ClCCl. The product is [C:3]1([C:1]([NH:19][CH2:18][C@@H:17]2[CH2:16][CH2:23][CH2:24][C@H:30]([NH:31][C:35]([C:34]3[C:30]([C:24]4[C:25]([F:29])=[CH:26][CH:27]=[CH:28][C:23]=4[Cl:22])=[N:31][O:32][C:33]=3[CH2:38][CH2:39][CH2:40][CH2:41][CH2:42][CH3:43])=[O:37])[CH2:34]2)=[O:2])[CH:41]=[CH:40][CH:39]=[CH:38][CH:33]=1. The yield is 0.690.